Predict the product of the given reaction. From a dataset of Forward reaction prediction with 1.9M reactions from USPTO patents (1976-2016). (1) Given the reactants Cl.[C:2]1([CH3:10])[CH:7]=[CH:6][C:5]([NH:8]N)=[CH:4][CH:3]=1.Br[CH2:12][C:13]([O:15][CH2:16][CH3:17])=[O:14].C(N(CC)CC)C.Cl.[CH3:26][N:27]1[CH2:32][CH2:31][C:30](=O)[CH2:29][CH2:28]1, predict the reaction product. The product is: [CH3:26][N:27]1[CH2:32][CH2:31][C:30]2[N:8]([CH2:12][C:13]([O:15][CH2:16][CH3:17])=[O:14])[C:5]3[CH:4]=[CH:3][C:2]([CH3:10])=[CH:7][C:6]=3[C:29]=2[CH2:28]1. (2) Given the reactants [CH2:1]([O:8][C:9]1[CH:17]=[CH:16][C:12]([C:13](O)=[O:14])=[C:11]([Cl:18])[CH:10]=1)[C:2]1[CH:7]=[CH:6][CH:5]=[CH:4][CH:3]=1.CN1CCCC1=O.S(Cl)([Cl:28])=O, predict the reaction product. The product is: [CH2:1]([O:8][C:9]1[CH:17]=[CH:16][C:12]([C:13]([Cl:28])=[O:14])=[C:11]([Cl:18])[CH:10]=1)[C:2]1[CH:7]=[CH:6][CH:5]=[CH:4][CH:3]=1. (3) The product is: [CH3:21][C:18]1[N:14]2[C:15](=[O:17])[C:16]3[NH:8][C:9]([N:14]4[CH:13]=[N:20][N:19]=[CH:18]4)=[N:10][C:11]=3[N:12]([CH2:22][CH2:23][CH2:24][CH2:25][CH3:26])[C:13]2=[N:20][N:19]=1. Given the reactants COC1C=CC(C[N:8]2[C:16]3[C:15](=[O:17])[N:14]4[C:18]([CH3:21])=[N:19][N:20]=[C:13]4[N:12]([CH2:22][CH2:23][CH2:24][CH2:25][CH3:26])[C:11]=3[N:10]=[C:9]2N2C=NC=N2)=CC=1, predict the reaction product. (4) Given the reactants [F:1][C:2]1[CH:7]=[C:6]([OH:8])[CH:5]=[C:4]([F:9])[C:3]=1[C:10]1[N:15]=[C:14]([C:16]([O:18][CH3:19])=[O:17])[CH:13]=[CH:12][C:11]=1[F:20].C(=O)([O-])[O-].[K+].[K+].CC1C=CC(S(O[CH:38]2[CH2:41][O:40][CH2:39]2)(=O)=O)=CC=1, predict the reaction product. The product is: [F:1][C:2]1[CH:7]=[C:6]([O:8][CH:38]2[CH2:41][O:40][CH2:39]2)[CH:5]=[C:4]([F:9])[C:3]=1[C:10]1[N:15]=[C:14]([C:16]([O:18][CH3:19])=[O:17])[CH:13]=[CH:12][C:11]=1[F:20].